Dataset: Reaction yield outcomes from USPTO patents with 853,638 reactions. Task: Predict the reaction yield, written as a fraction of the theoretical maximum amount of product (1.0 means a 100% yield; for example, 0.34 means a 34% yield). (1) The reactants are F[C:2]1[CH:7]=[C:6]([N+:8]([O-:10])=[O:9])[CH:5]=[C:4]([O:11][CH2:12][CH2:13][O:14][CH3:15])[CH:3]=1.[CH3:16][O:17][C:18]1[CH:23]=[CH:22][C:21]([CH2:24][NH2:25])=[CH:20][CH:19]=1.C([O-])([O-])=O.[K+].[K+].O. The catalyst is CS(C)=O. The product is [CH3:16][O:17][C:18]1[CH:23]=[CH:22][C:21]([CH2:24][NH:25][C:2]2[CH:7]=[C:6]([N+:8]([O-:10])=[O:9])[CH:5]=[C:4]([O:11][CH2:12][CH2:13][O:14][CH3:15])[CH:3]=2)=[CH:20][CH:19]=1. The yield is 0.350. (2) The reactants are [NH2:1][CH2:2][CH2:3][CH2:4][CH2:5][C@@H:6]([C:14]([O:16][CH2:17][CH2:18][Si:19]([CH3:22])([CH3:21])[CH3:20])=[O:15])[C:7]([O:9][C:10]([CH3:13])([CH3:12])[CH3:11])=[O:8].[C:23]([O:30][CH3:31])(=[O:29])/[CH:24]=[CH:25]/[C:26]([O-])=[O:27].CCN(C(C)C)C(C)C.CN(C(ON1N=NC2C=CC=NC1=2)=[N+](C)C)C.F[P-](F)(F)(F)(F)F. The catalyst is C(#N)C. The product is [CH3:31][O:30][C:23](=[O:29])/[CH:24]=[CH:25]/[C:26]([NH:1][CH2:2][CH2:3][CH2:4][CH2:5][C@@H:6]([C:14]([O:16][CH2:17][CH2:18][Si:19]([CH3:22])([CH3:21])[CH3:20])=[O:15])[C:7]([O:9][C:10]([CH3:12])([CH3:13])[CH3:11])=[O:8])=[O:27]. The yield is 0.850. (3) The reactants are C(OC([NH:8][C@@H:9]([CH:24]([CH3:26])[CH3:25])[C:10]([S:12][CH2:13][C@H:14]([NH:20][C:21](=[O:23])[CH3:22])[C:15]([O:17][CH2:18][CH3:19])=[O:16])=[O:11])=O)(C)(C)C.[ClH:27]. The catalyst is O1CCOCC1. The product is [ClH:27].[NH2:8][C@@H:9]([CH:24]([CH3:25])[CH3:26])[C:10]([S:12][CH2:13][C@H:14]([NH:20][C:21](=[O:23])[CH3:22])[C:15]([O:17][CH2:18][CH3:19])=[O:16])=[O:11]. The yield is 0.900. (4) The reactants are S(Cl)(Cl)=O.[CH3:5][N:6]1[CH2:11][CH2:10][N:9]([CH2:12][C:13]2[CH:21]=[CH:20][C:16]([C:17]([OH:19])=O)=[CH:15][CH:14]=2)[CH2:8][CH2:7]1.[CH3:22][C:23]1[CH:29]=[CH:28][C:26]([NH2:27])=[CH:25][C:24]=1[N+:30]([O-:32])=[O:31].N1C=CC=CC=1. The catalyst is C1(C)C=CC=CC=1. The product is [CH3:22][C:23]1[CH:29]=[CH:28][C:26]([NH:27][C:17](=[O:19])[C:16]2[CH:15]=[CH:14][C:13]([CH2:12][N:9]3[CH2:8][CH2:7][N:6]([CH3:5])[CH2:11][CH2:10]3)=[CH:21][CH:20]=2)=[CH:25][C:24]=1[N+:30]([O-:32])=[O:31]. The yield is 0.960. (5) The reactants are [CH2:1]([N:5]([CH2:20][CH2:21][CH2:22][CH3:23])[C:6]1[CH:11]=[CH:10][C:9]([CH:12]=[CH:13][CH:14]=[CH:15][CH:16]=O)=[C:8]([O:18][CH3:19])[CH:7]=1)[CH2:2][CH2:3][CH3:4].[C:24]([C:26]1[C:27](=[C:34]([C:37]#[N:38])[C:35]#[N:36])[O:28][C:29]([CH3:33])([CH3:32])[C:30]=1[CH3:31])#[N:25].C([O-])(=O)C.[NH4+]. The product is [CH2:1]([N:5]([CH2:20][CH2:21][CH2:22][CH3:23])[C:6]1[CH:11]=[CH:10][C:9]([CH:12]=[CH:13][CH:14]=[CH:15][CH:16]=[CH:31][C:30]2[C:29]([CH3:32])([CH3:33])[O:28][C:27](=[C:34]([C:35]#[N:36])[C:37]#[N:38])[C:26]=2[C:24]#[N:25])=[C:8]([O:18][CH3:19])[CH:7]=1)[CH2:2][CH2:3][CH3:4]. The yield is 0.609. The catalyst is C(O)C.O1CCCC1. (6) No catalyst specified. The product is [CH2:24]([N:8]([CH2:1][C:2]1[CH:3]=[CH:4][CH:5]=[CH:6][CH:7]=1)[C@H:9]1[CH2:13][CH2:12][C@H:11]([C:40]([OH:39])([CH3:36])[CH3:31])[CH2:10]1)[C:25]1[CH:30]=[CH:29][CH:28]=[CH:27][CH:26]=1. The reactants are [CH2:1]([N:8]([CH2:24][C:25]1[CH:30]=[CH:29][CH:28]=[CH:27][CH:26]=1)[C@H:9]1[CH2:13][CH2:12][C@H:11](C(OCC2C=CC=CC=2)=O)[CH2:10]1)[C:2]1[CH:7]=[CH:6][CH:5]=[CH:4][CH:3]=1.[CH3:31][Mg+].[Br-].[NH4+].[Cl-].[CH2:36]1[CH2:40][O:39]CC1. The yield is 1.33. (7) The reactants are CI.[Br:3][C:4]1[CH:5]=[CH:6][C:7]2[C:15]3[C:14](=[O:16])[CH2:13][CH2:12][CH2:11][C:10]=3[NH:9][C:8]=2[N:17]=1.[C:18]([O-])([O-])=O.[Cs+].[Cs+]. The catalyst is CN(C=O)C. The product is [Br:3][C:4]1[CH:5]=[CH:6][C:7]2[C:15]3[C:14](=[O:16])[CH2:13][CH2:12][CH2:11][C:10]=3[N:9]([CH3:18])[C:8]=2[N:17]=1. The yield is 0.880. (8) The reactants are Br[C:2]1[CH:3]=[C:4]([CH:8]2[O:12][CH2:11][CH2:10][O:9]2)[CH:5]=[CH:6][CH:7]=1.[C:13](B1OC(C)(C)C(C)(C)O1)([CH3:15])=[CH2:14].C(=O)([O-])[O-].[Na+].[Na+].O. The catalyst is C(COC)OC.C1C=CC([P]([Pd]([P](C2C=CC=CC=2)(C2C=CC=CC=2)C2C=CC=CC=2)([P](C2C=CC=CC=2)(C2C=CC=CC=2)C2C=CC=CC=2)[P](C2C=CC=CC=2)(C2C=CC=CC=2)C2C=CC=CC=2)(C2C=CC=CC=2)C2C=CC=CC=2)=CC=1. The product is [C:13]([C:2]1[CH:3]=[C:4]([CH:8]2[O:12][CH2:11][CH2:10][O:9]2)[CH:5]=[CH:6][CH:7]=1)([CH3:15])=[CH2:14]. The yield is 0.680. (9) The reactants are [CH:1]([C:3]1[CH:8]=[C:7](Br)[CH:6]=[C:5]([CH:10]=[O:11])[C:4]=1[OH:12])=[O:2].[CH:13]#[C:14][CH2:15][CH2:16][CH2:17][CH2:18][CH2:19][CH2:20][CH2:21][CH2:22][CH2:23][CH3:24]. The catalyst is C(#N)C.[Cu]I.C1(C=CC=CC=1)[P](C1C=CC=CC=1)(C1C=CC=CC=1)[Pd][P](C1C=CC=CC=1)(C1C=CC=CC=1)C1C=CC=CC=1. The product is [CH:1]([C:3]1[CH:8]=[C:7]([C:13]#[C:14][CH2:15][CH2:16][CH2:17][CH2:18][CH2:19][CH2:20][CH2:21][CH2:22][CH2:23][CH3:24])[CH:6]=[C:5]([CH:10]=[O:11])[C:4]=1[OH:12])=[O:2]. The yield is 0.460. (10) The reactants are [CH:1]([O:14][C:15](=[O:32])[C@H:16]([N:23]([C:28](=[O:31])[CH:29]=[CH2:30])[O:24][CH2:25]C=C)[C:17]1[CH:22]=[CH:21][CH:20]=[CH:19][CH:18]=1)([C:8]1[CH:13]=[CH:12][CH:11]=[CH:10][CH:9]=1)[C:2]1[CH:7]=[CH:6][CH:5]=[CH:4][CH:3]=1. The catalyst is C(Cl)Cl. The product is [CH:1]([O:14][C:15](=[O:32])[C@H:16]([N:23]1[C:28](=[O:31])[CH:29]=[CH:30][CH2:25][O:24]1)[C:17]1[CH:18]=[CH:19][CH:20]=[CH:21][CH:22]=1)([C:2]1[CH:3]=[CH:4][CH:5]=[CH:6][CH:7]=1)[C:8]1[CH:9]=[CH:10][CH:11]=[CH:12][CH:13]=1. The yield is 0.500.